This data is from Full USPTO retrosynthesis dataset with 1.9M reactions from patents (1976-2016). The task is: Predict the reactants needed to synthesize the given product. (1) The reactants are: [OH-].[K+].[CH3:3][C:4]1[C:13]2[C:8](=[C:9]([C:18](=[O:20])[CH3:19])[C:10]([O:14][CH2:15][CH:16]=[CH2:17])=[CH:11][CH:12]=2)[O:7][C:6](=[O:21])[CH:5]=1.[CH3:22][O:23][C:24]1[CH:25]=[C:26]([CH:29]=[CH:30][CH:31]=1)[CH:27]=O. Given the product [CH3:3][C:4]1[C:13]2[C:8](=[C:9]([C:18](=[O:20])[CH:19]=[CH:27][C:26]3[CH:29]=[CH:30][CH:31]=[C:24]([O:23][CH3:22])[CH:25]=3)[C:10]([O:14][CH2:15][CH:16]=[CH2:17])=[CH:11][CH:12]=2)[O:7][C:6](=[O:21])[CH:5]=1, predict the reactants needed to synthesize it. (2) Given the product [Br:1][C:2]1[CH:3]=[C:4]([C:7]2[CH:8]=[N:20][CH:21]=[CH:11][CH:12]=2)[S:5][CH:6]=1, predict the reactants needed to synthesize it. The reactants are: [Br:1][C:2]1[CH:3]=[C:4]([C:7]2[CH:12]=[CH:11]N=C[CH:8]=2)[S:5][CH:6]=1.BrC1SC=C(Br)C=1.[N:20]1C=CC=C(B(O)O)[CH:21]=1.